This data is from Catalyst prediction with 721,799 reactions and 888 catalyst types from USPTO. The task is: Predict which catalyst facilitates the given reaction. (1) Reactant: [CH3:1][C:2]1[O:6][C:5]([C:7]2[CH:12]=[CH:11][C:10]([C:13]([NH:15][CH2:16][C:17]3[CH:18]=[N:19][CH:20]=[CH:21][CH:22]=3)=[O:14])=[CH:9][CH:8]=2)=[N:4][C:3]=1[CH2:23][S:24]([C:27]1[CH:32]=[CH:31][C:30]([CH2:33][CH2:34][CH2:35][O:36][CH2:37][CH2:38][O:39][CH2:40][CH2:41][O:42][CH2:43][CH2:44][O:45][CH2:46][CH2:47][O:48][CH2:49][CH2:50][O:51][CH2:52][CH2:53][NH:54]C(=O)OC(C)(C)C)=[CH:29][CH:28]=1)(=[O:26])=[O:25].C(Cl)Cl. Product: [NH2:54][CH2:53][CH2:52][O:51][CH2:50][CH2:49][O:48][CH2:47][CH2:46][O:45][CH2:44][CH2:43][O:42][CH2:41][CH2:40][O:39][CH2:38][CH2:37][O:36][CH2:35][CH2:34][CH2:33][C:30]1[CH:31]=[CH:32][C:27]([S:24]([CH2:23][C:3]2[N:4]=[C:5]([C:7]3[CH:8]=[CH:9][C:10]([C:13]([NH:15][CH2:16][C:17]4[CH:18]=[N:19][CH:20]=[CH:21][CH:22]=4)=[O:14])=[CH:11][CH:12]=3)[O:6][C:2]=2[CH3:1])(=[O:25])=[O:26])=[CH:28][CH:29]=1. The catalyst class is: 55. (2) Reactant: [C:1]([C:3]1[N:8]=[C:7]([C:9]([OH:11])=[O:10])[CH:6]=[CH:5][CH:4]=1)#[N:2].[ClH:12].[H][H]. Product: [ClH:12].[NH2:2][CH2:1][C:3]1[N:8]=[C:7]([C:9]([OH:11])=[O:10])[CH:6]=[CH:5][CH:4]=1. The catalyst class is: 29. (3) Reactant: [OH:1][CH2:2][CH2:3][CH2:4][C:5]1[C:13]2[C:8](=[CH:9][CH:10]=[C:11]([C:14]([OH:16])=O)[CH:12]=2)[NH:7][CH:6]=1.C(N(CC)CC)C.[CH2:24]([NH2:31])[C:25]1[CH:30]=[CH:29][CH:28]=[CH:27][CH:26]=1.[I-].[Cl:33][C:34]1C=CC=C[N+]=1C.[ClH:41]. Product: [CH2:34]([Cl:33])[Cl:41].[CH3:2][OH:1].[NH4+:7].[OH-:1].[OH:1][CH2:2][CH2:3][CH2:4][C:5]1[C:13]2[C:8](=[CH:9][CH:10]=[C:11]([C:14]([NH:31][CH2:24][C:25]3[CH:30]=[CH:29][CH:28]=[CH:27][CH:26]=3)=[O:16])[CH:12]=2)[NH:7][CH:6]=1. The catalyst class is: 10. (4) Reactant: [CH2:1]([O:3][C:4]([C:6]1[S:10][C:9]([C:11]2[NH:12][N:13]=[CH:14][CH:15]=2)=[N:8][C:7]=1[CH3:16])=[O:5])[CH3:2].Br[CH2:18][CH2:19][C:20]1[CH:25]=[CH:24][C:23]([F:26])=[CH:22][CH:21]=1.C(=O)([O-])[O-].[K+].[K+]. Product: [CH2:1]([O:3][C:4]([C:6]1[S:10][C:9]([C:11]2[CH:15]=[CH:14][N:13]([CH2:18][CH2:19][C:20]3[CH:25]=[CH:24][C:23]([F:26])=[CH:22][CH:21]=3)[N:12]=2)=[N:8][C:7]=1[CH3:16])=[O:5])[CH3:2]. The catalyst class is: 148. (5) Reactant: [C:1]([O-:4])([O-])=[O:2].[K+].[K+].[CH2:7]([CH:9]1[O:11][CH2:10]1)Br.[CH:12]([NH2:15])([CH3:14])[CH3:13]. Product: [OH:11][CH2:10][CH:9]1[O:4][C:1](=[O:2])[N:15]([CH:12]([CH3:14])[CH3:13])[CH2:7]1. The catalyst class is: 5.